Dataset: Peptide-MHC class II binding affinity with 134,281 pairs from IEDB. Task: Regression. Given a peptide amino acid sequence and an MHC pseudo amino acid sequence, predict their binding affinity value. This is MHC class II binding data. The peptide sequence is GSILKISNKYHTKGD. The MHC is DRB1_0301 with pseudo-sequence DRB1_0301. The binding affinity (normalized) is 0.290.